Task: Predict the reactants needed to synthesize the given product.. Dataset: Full USPTO retrosynthesis dataset with 1.9M reactions from patents (1976-2016) (1) Given the product [N:28]1[N:35]=[C:21]([C:20]2[CH:19]=[C:18]([C:16]3[O:17][C:13]([CH:12]=[C:5]4[C:4]5[C:8](=[CH:9][CH:10]=[C:2]([Cl:1])[CH:3]=5)[NH:7][C:6]4=[O:11])=[CH:14][CH:15]=3)[CH:26]=[CH:25][CH:24]=2)[NH:23][CH:30]=1, predict the reactants needed to synthesize it. The reactants are: [Cl:1][C:2]1[CH:3]=[C:4]2[C:8](=[CH:9][CH:10]=1)[NH:7][C:6](=[O:11])[C:5]2=[CH:12][C:13]1[O:17][C:16]([C:18]2[CH:19]=[C:20]([CH:24]=[CH:25][CH:26]=2)[C:21]([NH2:23])=O)=[CH:15][CH:14]=1.C[N:28]([CH:30]=O)C.CC([N:35](C)C)=O. (2) Given the product [F:18][C:19]([F:26])([F:25])[C:20]([C:2]1[CH:3]=[C:4]([C:9]([F:12])([F:11])[F:10])[CH:5]=[C:6]([F:8])[CH:7]=1)=[O:21], predict the reactants needed to synthesize it. The reactants are: Br[C:2]1[CH:3]=[C:4]([C:9]([F:12])([F:11])[F:10])[CH:5]=[C:6]([F:8])[CH:7]=1.C([Li])CCC.[F:18][C:19]([F:26])([F:25])[C:20](OCC)=[O:21].O.